Task: Predict the product of the given reaction.. Dataset: Forward reaction prediction with 1.9M reactions from USPTO patents (1976-2016) (1) Given the reactants C(OC(=O)[NH:7][CH:8]1[CH2:13][CH2:12][N:11]([CH2:14][CH2:15][N:16]2[C:25]3[C:20](=[CH:21][CH:22]=[C:23]([F:26])[CH:24]=3)[C:19](=[O:27])[N:18]([CH3:28])[C:17]2=[O:29])[CH2:10][CH2:9]1)(C)(C)C.FC(F)(F)C(O)=O.NC1CCN(CCN2C3C=C(OC)C=CC=3COC2=O)CC1, predict the reaction product. The product is: [NH2:7][CH:8]1[CH2:9][CH2:10][N:11]([CH2:14][CH2:15][N:16]2[C:25]3[C:20](=[CH:21][CH:22]=[C:23]([F:26])[CH:24]=3)[C:19](=[O:27])[N:18]([CH3:28])[C:17]2=[O:29])[CH2:12][CH2:13]1. (2) Given the reactants [C@@H:1]1([N:9]2[CH:16]=[CH:15][C:13](=[O:14])[NH:12][C:10]2=[O:11])[O:8][C@H:5]([CH2:6][OH:7])[C@@H:3]([OH:4])[CH2:2]1.[CH3:17][C:18]([Si:21](Cl)([CH3:23])[CH3:22])([CH3:20])[CH3:19], predict the reaction product. The product is: [Si:21]([C@@:3]1([OH:4])[C@@H:5]([CH2:6][O:7][Si:21]([C:18]([CH3:20])([CH3:19])[CH3:17])([CH3:23])[CH3:22])[O:8][C@@H:1]([N:9]2[CH:16]=[CH:15][C:13](=[O:14])[NH:12][C:10]2=[O:11])[CH2:2]1)([C:18]([CH3:20])([CH3:19])[CH3:17])([CH3:23])[CH3:22]. (3) Given the reactants [F:1][C:2]1[CH:7]=[CH:6][C:5](B(O)O)=[CH:4][CH:3]=1.Br[C:12]1[CH:13]=[C:14]([O:29][CH:30]([CH2:33][CH3:34])[CH2:31][CH3:32])[C:15]([NH:27][CH3:28])=[N:16][C:17]=1[C:18]1[CH:23]=[CH:22][C:21]([O:24][CH3:25])=[CH:20][C:19]=1[Cl:26], predict the reaction product. The product is: [Cl:26][C:19]1[CH:20]=[C:21]([O:24][CH3:25])[CH:22]=[CH:23][C:18]=1[C:17]1[N:16]=[C:15]([NH:27][CH3:28])[C:14]([O:29][CH:30]([CH2:33][CH3:34])[CH2:31][CH3:32])=[CH:13][C:12]=1[C:5]1[CH:6]=[CH:7][C:2]([F:1])=[CH:3][CH:4]=1. (4) Given the reactants [Br:1][C:2]1[CH:3]=[CH:4][C:5]2[N:6]([CH:8]=[CH:9][N:10]=2)[CH:7]=1.[Br:11]Br, predict the reaction product. The product is: [Br:11][C:8]1[N:6]2[CH:7]=[C:2]([Br:1])[CH:3]=[CH:4][C:5]2=[N:10][CH:9]=1.